This data is from Experimentally validated miRNA-target interactions with 360,000+ pairs, plus equal number of negative samples. The task is: Binary Classification. Given a miRNA mature sequence and a target amino acid sequence, predict their likelihood of interaction. The miRNA is mmu-miR-707 with sequence CAGUCAUGCCGCUUGCCUACG. The protein sequence of the target gene is MLRALSRLGAGTPCRPRAPLVLPARGRKTRHDPLAKSKIERVNMPPAVDPAEFFVLMERYQHYRQTVRALRMEFVSEVQRKVHEARAGVLAERKALKDAAEHRELMAWNQAENRRLHELRIARLRQEEREQEQRQALEQARKAEEVQAWAQRKEREVLQLQEEVKNFITRENLEARVEAALDSRKNYNWAITREGLVVRPQRRDS. Result: 0 (no interaction).